Task: Regression. Given two drug SMILES strings and cell line genomic features, predict the synergy score measuring deviation from expected non-interaction effect.. Dataset: NCI-60 drug combinations with 297,098 pairs across 59 cell lines Drug 1: CCC1=C2CN3C(=CC4=C(C3=O)COC(=O)C4(CC)O)C2=NC5=C1C=C(C=C5)O. Drug 2: CCC1(C2=C(COC1=O)C(=O)N3CC4=CC5=C(C=CC(=C5CN(C)C)O)N=C4C3=C2)O.Cl. Cell line: HCT116. Synergy scores: CSS=73.5, Synergy_ZIP=6.82, Synergy_Bliss=5.49, Synergy_Loewe=4.47, Synergy_HSA=10.3.